Dataset: Peptide-MHC class II binding affinity with 134,281 pairs from IEDB. Task: Regression. Given a peptide amino acid sequence and an MHC pseudo amino acid sequence, predict their binding affinity value. This is MHC class II binding data. (1) The peptide sequence is ESATILMTATPPGTS. The MHC is HLA-DQA10201-DQB10402 with pseudo-sequence HLA-DQA10201-DQB10402. The binding affinity (normalized) is 0.475. (2) The peptide sequence is LHGVRDGLVRDANNY. The MHC is DRB1_1101 with pseudo-sequence DRB1_1101. The binding affinity (normalized) is 0. (3) The peptide sequence is GDLQIVDKIDAAFKI. The MHC is DRB4_0101 with pseudo-sequence DRB4_0103. The binding affinity (normalized) is 0.600. (4) The peptide sequence is GLIIGIFAVMLATLP. The MHC is HLA-DPA10103-DPB10401 with pseudo-sequence HLA-DPA10103-DPB10401. The binding affinity (normalized) is 0.566. (5) The MHC is HLA-DQA10501-DQB10301 with pseudo-sequence HLA-DQA10501-DQB10301. The peptide sequence is EGGAHLVQDDVIPAN. The binding affinity (normalized) is 0.546. (6) The peptide sequence is FIGYGKATLECQVQTKK. The MHC is HLA-DQA10103-DQB10603 with pseudo-sequence HLA-DQA10103-DQB10603. The binding affinity (normalized) is 0. (7) The peptide sequence is YAIKTGHPRYFNQLSTGLDM. The MHC is DRB1_0403 with pseudo-sequence DRB1_0403. The binding affinity (normalized) is 0.149. (8) The peptide sequence is ITAMSEVQKVSQPAT. The MHC is DRB1_1001 with pseudo-sequence DRB1_1001. The binding affinity (normalized) is 0.452. (9) The peptide sequence is KKPDFILATDIAEMG. The binding affinity (normalized) is 0.518. The MHC is DRB1_0701 with pseudo-sequence DRB1_0701. (10) The peptide sequence is SVIDCNTCVTQTVDFSLDPT. The MHC is DRB1_0401 with pseudo-sequence DRB1_0401. The binding affinity (normalized) is 0.